This data is from TCR-epitope binding with 47,182 pairs between 192 epitopes and 23,139 TCRs. The task is: Binary Classification. Given a T-cell receptor sequence (or CDR3 region) and an epitope sequence, predict whether binding occurs between them. The epitope is RAKFKQLL. The TCR CDR3 sequence is CASNILGQAIDTQYF. Result: 1 (the TCR binds to the epitope).